From a dataset of NCI-60 drug combinations with 297,098 pairs across 59 cell lines. Regression. Given two drug SMILES strings and cell line genomic features, predict the synergy score measuring deviation from expected non-interaction effect. (1) Drug 1: C1CC(C1)(C(=O)O)C(=O)O.[NH2-].[NH2-].[Pt+2]. Drug 2: C(CC(=O)O)C(=O)CN.Cl. Cell line: SK-MEL-28. Synergy scores: CSS=17.0, Synergy_ZIP=-6.15, Synergy_Bliss=-2.23, Synergy_Loewe=-12.6, Synergy_HSA=-3.00. (2) Drug 1: CC1CCC2CC(C(=CC=CC=CC(CC(C(=O)C(C(C(=CC(C(=O)CC(OC(=O)C3CCCCN3C(=O)C(=O)C1(O2)O)C(C)CC4CCC(C(C4)OC)OCCO)C)C)O)OC)C)C)C)OC. Drug 2: CNC(=O)C1=NC=CC(=C1)OC2=CC=C(C=C2)NC(=O)NC3=CC(=C(C=C3)Cl)C(F)(F)F. Cell line: OVCAR-4. Synergy scores: CSS=6.46, Synergy_ZIP=-1.73, Synergy_Bliss=-1.82, Synergy_Loewe=-3.88, Synergy_HSA=-3.91. (3) Drug 1: C1=NC2=C(N=C(N=C2N1C3C(C(C(O3)CO)O)O)F)N. Drug 2: CC1=C(C=C(C=C1)NC(=O)C2=CC=C(C=C2)CN3CCN(CC3)C)NC4=NC=CC(=N4)C5=CN=CC=C5. Cell line: DU-145. Synergy scores: CSS=-9.21, Synergy_ZIP=4.91, Synergy_Bliss=1.96, Synergy_Loewe=-2.54, Synergy_HSA=-4.60. (4) Drug 1: CNC(=O)C1=NC=CC(=C1)OC2=CC=C(C=C2)NC(=O)NC3=CC(=C(C=C3)Cl)C(F)(F)F. Drug 2: CC(C)CN1C=NC2=C1C3=CC=CC=C3N=C2N. Cell line: NCI-H460. Synergy scores: CSS=17.3, Synergy_ZIP=-2.53, Synergy_Bliss=3.84, Synergy_Loewe=1.75, Synergy_HSA=1.76. (5) Drug 1: C1CCC(CC1)NC(=O)N(CCCl)N=O. Drug 2: C1=CC(=CC=C1CC(C(=O)O)N)N(CCCl)CCCl.Cl. Cell line: SF-539. Synergy scores: CSS=32.2, Synergy_ZIP=-1.18, Synergy_Bliss=5.34, Synergy_Loewe=2.62, Synergy_HSA=5.81.